The task is: Predict the reactants needed to synthesize the given product.. This data is from Full USPTO retrosynthesis dataset with 1.9M reactions from patents (1976-2016). (1) Given the product [C:23]([O:22][C:20]([N:18]1[CH:17]([C:27]([OH:36])=[O:28])[CH2:16][C:9]2[C:14]3[C:15](=[CH:10][CH:11]=[CH:12][CH:13]=3)[NH:7][C:8]=2[CH2:19]1)=[O:21])([CH3:24])([CH3:25])[CH3:26], predict the reactants needed to synthesize it. The reactants are: FC1C=CC(C[N:7]2[C:15]3[C:10](=[CH:11][CH:12]=[CH:13][CH:14]=3)[C:9]3[CH2:16][C@@H:17]([CH2:27][OH:28])[N:18]([C:20]([O:22][C:23]([CH3:26])([CH3:25])[CH3:24])=[O:21])[CH2:19][C:8]2=3)=CC=1.[OH-].[Na+].C(O)(=O)CC(CC(O)=O)(C(O)=O)[OH:36]. (2) Given the product [ClH:23].[NH2:8][CH2:7][CH2:6][N:5]([CH2:16][C:17]([F:18])([F:19])[F:20])[C:3](=[O:4])[C:2]([F:22])([F:1])[F:21], predict the reactants needed to synthesize it. The reactants are: [F:1][C:2]([F:22])([F:21])[C:3]([N:5]([CH2:16][C:17]([F:20])([F:19])[F:18])[CH2:6][CH2:7][NH:8]C(=O)OC(C)(C)C)=[O:4].[ClH:23].C(OCC)(=O)C. (3) The reactants are: [CH2:1]([C:8]1[CH:9]=[C:10]([C:14](=[O:42])[CH2:15][C:16]([C:18]2[N:19]=[CH:20][N:21](C(C3C=CC=CC=3)(C3C=CC=CC=3)C3C=CC=CC=3)[CH:22]=2)=[O:17])[CH:11]=[CH:12][CH:13]=1)[C:2]1[CH:7]=[CH:6][CH:5]=[CH:4][CH:3]=1.FC(F)(F)C(O)=O.C([SiH](CC)CC)C. Given the product [CH2:1]([C:8]1[CH:9]=[C:10]([C:14](=[O:42])[CH2:15][C:16]([C:18]2[N:19]=[CH:20][NH:21][CH:22]=2)=[O:17])[CH:11]=[CH:12][CH:13]=1)[C:2]1[CH:7]=[CH:6][CH:5]=[CH:4][CH:3]=1, predict the reactants needed to synthesize it. (4) Given the product [CH3:14][O:15][C:16]1[CH:17]=[C:18]([S:24]([NH:7][C:4]2[CH:3]=[CH:2][C:1]([C:8]3[CH:13]=[CH:12][CH:11]=[CH:10][CH:9]=3)=[CH:6][CH:5]=2)(=[O:25])=[O:26])[CH:19]=[CH:20][C:21]=1[O:22][CH3:23], predict the reactants needed to synthesize it. The reactants are: [C:1]1([C:8]2[CH:13]=[CH:12][CH:11]=[CH:10][CH:9]=2)[CH:6]=[CH:5][C:4]([NH2:7])=[CH:3][CH:2]=1.[CH3:14][O:15][C:16]1[CH:17]=[C:18]([S:24](Cl)(=[O:26])=[O:25])[CH:19]=[CH:20][C:21]=1[O:22][CH3:23].